From a dataset of Full USPTO retrosynthesis dataset with 1.9M reactions from patents (1976-2016). Predict the reactants needed to synthesize the given product. (1) Given the product [F:26][C:19]1([F:25])[CH2:20][CH2:21][CH2:22][CH2:23][CH2:24][CH:18]1[N:15]1[C:13]2=[N:14][C:9]([OH:8])=[CH:10][CH:11]=[C:12]2[N:17]=[CH:16]1, predict the reactants needed to synthesize it. The reactants are: C([O:8][C:9]1[N:14]=[C:13]2[N:15]([CH:18]3[CH2:24][CH2:23][CH2:22][CH2:21][CH2:20][C:19]3([F:26])[F:25])[CH:16]=[N:17][C:12]2=[CH:11][CH:10]=1)C1C=CC=CC=1.Cl. (2) Given the product [CH2:30]([C:32]([C:50]1[CH:55]=[CH:54][C:53]([OH:56])=[C:52]([CH3:64])[CH:51]=1)([C:35]1[CH:40]=[CH:39][C:38]([C:41]#[C:42][C:43]2([OH:48])[CH2:47][CH2:46][CH2:45][CH2:44]2)=[C:37]([CH3:49])[CH:36]=1)[CH2:33][CH3:34])[CH3:31], predict the reactants needed to synthesize it. The reactants are: C([O-])(=O)C.[K+].B1(B2OC(C)(C)C(C)(C)O2)OC(C)(C)C(C)(C)O1.O1CCOCC1.[CH2:30]([C:32]([C:50]1[CH:55]=[CH:54][C:53]([O:56]S(C(F)(F)F)(=O)=O)=[C:52]([CH3:64])[CH:51]=1)([C:35]1[CH:40]=[CH:39][C:38]([C:41]#[C:42][C:43]2([OH:48])[CH2:47][CH2:46][CH2:45][CH2:44]2)=[C:37]([CH3:49])[CH:36]=1)[CH2:33][CH3:34])[CH3:31]. (3) Given the product [Br:1][C:2]1[CH:7]=[CH:6][C:5]([S:8]([C:16]2[CH:17]=[CH:18][C:13]([O:19][CH3:20])=[CH:14][CH:15]=2)(=[O:10])=[O:9])=[C:4]([F:12])[CH:3]=1, predict the reactants needed to synthesize it. The reactants are: [Br:1][C:2]1[CH:7]=[CH:6][C:5]([S:8](Cl)(=[O:10])=[O:9])=[C:4]([F:12])[CH:3]=1.[C:13]1([O:19][CH3:20])[CH:18]=[CH:17][CH:16]=[CH:15][CH:14]=1.